Dataset: Full USPTO retrosynthesis dataset with 1.9M reactions from patents (1976-2016). Task: Predict the reactants needed to synthesize the given product. (1) Given the product [NH2:21][C:19](=[O:20])[C@@H:18]([NH:17][C:4]1[N:3]=[C:2]([Cl:1])[N:7]=[C:6]([C:8]([O:10][C:11]([CH3:14])([CH3:13])[CH3:12])=[O:9])[CH:5]=1)[CH3:22], predict the reactants needed to synthesize it. The reactants are: [Cl:1][C:2]1[N:7]=[C:6]([C:8]([O:10][C:11]([CH3:14])([CH3:13])[CH3:12])=[O:9])[CH:5]=[C:4](Cl)[N:3]=1.Cl.[NH2:17][C@@H:18]([CH3:22])[C:19]([NH2:21])=[O:20].CCN(C(C)C)C(C)C. (2) Given the product [Cl:17][C:12]1[CH:13]=[CH:14][CH:15]=[CH:16][C:11]=1[N:10]1[C:9]2[C:8](=[O:18])[NH:7][C:6](=[O:19])[N:5]([CH3:20])[C:4]=2[N:3]=[C:2]1[N:31]1[CH2:30][CH2:29][N:28]([C:26]([O:25][C:21]([CH3:24])([CH3:23])[CH3:22])=[O:27])[CH2:33][CH2:32]1, predict the reactants needed to synthesize it. The reactants are: Cl[C:2]1[N:10]([C:11]2[CH:16]=[CH:15][CH:14]=[CH:13][C:12]=2[Cl:17])[C:9]2[C:8](=[O:18])[NH:7][C:6](=[O:19])[N:5]([CH3:20])[C:4]=2[N:3]=1.[C:21]([O:25][C:26]([N:28]1[CH2:33][CH2:32][NH:31][CH2:30][CH2:29]1)=[O:27])([CH3:24])([CH3:23])[CH3:22]. (3) Given the product [CH3:12][S:13]([O:11][CH2:10][CH2:9][C:3]1[C:2]([Cl:1])=[CH:7][CH:6]=[CH:5][C:4]=1[Cl:8])(=[O:15])=[O:14], predict the reactants needed to synthesize it. The reactants are: [Cl:1][C:2]1[CH:7]=[CH:6][CH:5]=[C:4]([Cl:8])[C:3]=1[CH2:9][CH2:10][OH:11].[CH3:12][S:13](Cl)(=[O:15])=[O:14]. (4) The reactants are: [N:1]([C@@H:4]1[CH2:13][CH2:12][CH2:11][C:10]2[CH:9]=[C:8]([CH:14]=O)[CH:7]=[CH:6][C:5]1=2)=[N+:2]=[N-:3].[CH:16]1([NH2:21])[CH2:20][CH2:19][CH2:18][CH2:17]1.C(O)(=O)C.[O-]S([O-])(=O)=O.[Mg+2].C(O[BH-](OC(=O)C)OC(=O)C)(=O)C.[Na+].C([O-])(O)=O.[Na+]. Given the product [N:1]([C@@H:4]1[CH2:13][CH2:12][CH2:11][C:10]2[CH:9]=[C:8]([CH2:14][NH:21][CH:16]3[CH2:20][CH2:19][CH2:18][CH2:17]3)[CH:7]=[CH:6][C:5]1=2)=[N+:2]=[N-:3], predict the reactants needed to synthesize it. (5) Given the product [NH:1]1[C:9]2[C:4](=[CH:5][CH:6]=[CH:7][CH:8]=2)[C:3]([CH2:10][C:11]([O:13][CH2:15][CH3:16])=[O:12])=[CH:2]1, predict the reactants needed to synthesize it. The reactants are: [NH:1]1[C:9]2[C:4](=[CH:5][CH:6]=[CH:7][CH:8]=2)[C:3]([CH2:10][C:11]([OH:13])=[O:12])=[CH:2]1.Cl.[CH2:15](OCC)[CH3:16]. (6) Given the product [NH2:11][C:10]1[C:5]([O:4][CH2:3][C:2]([F:22])([F:1])[F:21])=[N:6][C:7]([CH3:20])=[CH:8][C:9]=1[O:14][CH2:15][C:16]([F:18])([F:19])[F:17], predict the reactants needed to synthesize it. The reactants are: [F:1][C:2]([F:22])([F:21])[CH2:3][O:4][C:5]1[C:10]([N+:11]([O-])=O)=[C:9]([O:14][CH2:15][C:16]([F:19])([F:18])[F:17])[CH:8]=[C:7]([CH3:20])[N:6]=1.S(S([O-])=O)([O-])=O.[Na+].[Na+].S(=O)(=O)(O)O.N. (7) Given the product [CH3:26][O:25][C:22]1[CH:23]=[CH:24][C:19]([C:17]2[N:18]=[C:12]([C:3]3[CH:2]=[CH:11][C:10]([C:2]4[CH:11]=[CH:10][CH:5]=[CH:4][C:3]=4[CH3:12])=[C:5]([CH2:6][O:8][CH3:9])[CH:4]=3)[O:13][N:16]=2)=[CH:20][N:21]=1, predict the reactants needed to synthesize it. The reactants are: Br[C:2]1[CH:11]=[CH:10][C:5]([C:6]([O:8][CH3:9])=O)=[CH:4][C:3]=1[CH2:12][O:13]C.O[N:16]=[C:17]([C:19]1[CH:20]=[N:21][C:22]([O:25][CH3:26])=[CH:23][CH:24]=1)[NH2:18]. (8) Given the product [N:1]1([CH2:6][CH2:7][CH2:8][O:9][C:10]2[CH:44]=[CH:43][C:13]([CH2:14][CH2:15][C:16]3[CH:21]=[CH:20][C:19]([F:22])=[CH:18][C:17]=3[C:23]3[N:28]=[C:27]([N:29]4[C:33]([C:34]([F:36])([F:35])[F:37])=[C:32]([C:38]([OH:40])=[O:39])[CH:31]=[N:30]4)[CH:26]=[CH:25][CH:24]=3)=[C:12]([CH3:45])[CH:11]=2)[CH:5]=[N:4][CH:3]=[N:2]1, predict the reactants needed to synthesize it. The reactants are: [N:1]1([CH2:6][CH2:7][CH2:8][O:9][C:10]2[CH:44]=[CH:43][C:13]([CH2:14][CH2:15][C:16]3[CH:21]=[CH:20][C:19]([F:22])=[CH:18][C:17]=3[C:23]3[N:28]=[C:27]([N:29]4[C:33]([C:34]([F:37])([F:36])[F:35])=[C:32]([C:38]([O:40]CC)=[O:39])[CH:31]=[N:30]4)[CH:26]=[CH:25][CH:24]=3)=[C:12]([CH3:45])[CH:11]=2)[CH:5]=[N:4][CH:3]=[N:2]1.[OH-].[Na+].